This data is from Forward reaction prediction with 1.9M reactions from USPTO patents (1976-2016). The task is: Predict the product of the given reaction. Given the reactants Cl[CH2:2][CH2:3][CH2:4][O:5][C:6]1[CH:14]=[CH:13][CH:12]=[C:11]2[C:7]=1[CH:8]=[CH:9][NH:10]2.[CH2:15]([C:18]1[C:26]2[O:25][N:24]=[C:23]([C:27]([F:30])([F:29])[F:28])[C:22]=2[CH:21]=[CH:20][C:19]=1[OH:31])[CH2:16][CH3:17].C(=O)([O-])[O-].[K+].[K+].[I-].[K+], predict the reaction product. The product is: [NH:10]1[C:11]2[C:7](=[C:6]([O:5][CH2:4][CH2:3][CH2:2][O:31][C:19]3[CH:20]=[CH:21][C:22]4[C:23]([C:27]([F:30])([F:29])[F:28])=[N:24][O:25][C:26]=4[C:18]=3[CH2:15][CH2:16][CH3:17])[CH:14]=[CH:13][CH:12]=2)[CH:8]=[CH:9]1.